Dataset: Full USPTO retrosynthesis dataset with 1.9M reactions from patents (1976-2016). Task: Predict the reactants needed to synthesize the given product. (1) The reactants are: C(NC(C)C)(C)C.C([Li])CCC.[Cl:13][C:14]1[C:15]([CH:21]2[CH2:23][CH2:22]2)=[N:16][CH:17]=[C:18]([Cl:20])[N:19]=1.[C:24](=[O:26])=[O:25].Cl. Given the product [Cl:20][C:18]1[C:17]([C:24]([OH:26])=[O:25])=[N:16][C:15]([CH:21]2[CH2:23][CH2:22]2)=[C:14]([Cl:13])[N:19]=1, predict the reactants needed to synthesize it. (2) Given the product [C:35]([O:34][CH2:33][O:31][C:27]1[CH:26]=[CH:25][C:24]2[C:29](=[CH:30][C:21]([O:20][CH2:19][CH2:18][CH2:17][CH2:16][N:13]3[CH2:12][CH2:11][N:10]([C:6]4[C:3]5[CH:4]=[CH:5][S:1][C:2]=5[CH:9]=[CH:8][CH:7]=4)[CH2:15][CH2:14]3)=[CH:22][CH:23]=2)[N:28]=1)(=[O:47])[CH2:36][CH2:37][CH2:38][CH2:39][CH2:40][CH2:41][CH2:42][CH2:43][CH2:44][CH2:45][CH3:46], predict the reactants needed to synthesize it. The reactants are: [S:1]1[CH:5]=[CH:4][C:3]2[C:6]([N:10]3[CH2:15][CH2:14][N:13]([CH2:16][CH2:17][CH2:18][CH2:19][O:20][C:21]4[CH:30]=[C:29]5[C:24]([CH:25]=[CH:26][C:27](=[O:31])[NH:28]5)=[CH:23][CH:22]=4)[CH2:12][CH2:11]3)=[CH:7][CH:8]=[CH:9][C:2]1=2.Cl[CH2:33][O:34][C:35](=[O:47])[CH2:36][CH2:37][CH2:38][CH2:39][CH2:40][CH2:41][CH2:42][CH2:43][CH2:44][CH2:45][CH3:46].O. (3) The reactants are: [Br:1][C:2]1[CH:3]=[N:4][CH:5]=[C:6]([CH:10]=1)[C:7]([OH:9])=O.[C:11]1([NH:17][C:18]2[CH:23]=[CH:22][CH:21]=[CH:20][C:19]=2[NH2:24])[CH:16]=[CH:15][CH:14]=[CH:13][CH:12]=1.C(N=C=NC(C)C)(C)C.C(N(CC)CC)C. Given the product [Br:1][C:2]1[CH:3]=[N:4][CH:5]=[C:6]([CH:10]=1)[C:7]([NH:24][C:19]1[CH:20]=[CH:21][CH:22]=[CH:23][C:18]=1[NH:17][C:11]1[CH:12]=[CH:13][CH:14]=[CH:15][CH:16]=1)=[O:9], predict the reactants needed to synthesize it. (4) Given the product [CH3:39][C:38]([CH3:41])([CH3:40])[C:37]([N:13]1[CH2:14][CH2:15][C@H:11]([C:9]([N:8]([C:5]2[CH:4]=[CH:3][C:2]([F:1])=[CH:7][CH:6]=2)[CH2:16][C:17]2[CH:18]=[N:19][C:20]([N:23]3[CH2:24][CH2:25][N:26]([CH3:29])[CH2:27][CH2:28]3)=[CH:21][CH:22]=2)=[O:10])[CH2:12]1)=[O:42], predict the reactants needed to synthesize it. The reactants are: [F:1][C:2]1[CH:7]=[CH:6][C:5]([N:8]([CH2:16][C:17]2[CH:18]=[N:19][C:20]([N:23]3[CH2:28][CH2:27][N:26]([CH3:29])[CH2:25][CH2:24]3)=[CH:21][CH:22]=2)[C:9]([C@H:11]2[CH2:15][CH2:14][NH:13][CH2:12]2)=[O:10])=[CH:4][CH:3]=1.C(N(CC)CC)C.[C:37](Cl)(=[O:42])[C:38]([CH3:41])([CH3:40])[CH3:39]. (5) Given the product [OH:15][N:14]=[C:6]([NH2:7])[C:5]1[CH:8]=[C:9]([O:11][CH3:12])[CH:10]=[C:3]([O:2][CH3:1])[CH:4]=1, predict the reactants needed to synthesize it. The reactants are: [CH3:1][O:2][C:3]1[CH:4]=[C:5]([CH:8]=[C:9]([O:11][CH3:12])[CH:10]=1)[C:6]#[N:7].Cl.[NH2:14][OH:15].C(=O)([O-])[O-].[K+].[K+].